This data is from Experimentally validated miRNA-target interactions with 360,000+ pairs, plus equal number of negative samples. The task is: Binary Classification. Given a miRNA mature sequence and a target amino acid sequence, predict their likelihood of interaction. (1) The miRNA is hsa-miR-4466 with sequence GGGUGCGGGCCGGCGGGG. The protein sequence of the target gene is MRLLAAALLLLLLALCASRVDGSKCKCSRKGPKIRYSDVKKLEMKPKYPHCEEKMVIVTTKSMSRYRGQEHCLHPKLQSTKRFIKWYNAWNEKRRVYEE. Result: 0 (no interaction). (2) The miRNA is hsa-miR-5003-3p with sequence UACUUUUCUAGGUUGUUGGGG. The protein sequence of the target gene is MSAGSERGAAATPGGLPAPCASKVELRLSCRHLLDRDPLTKSDPSVALLQQAQGQWVQVGRTEVVRSSLHPVFSKVFTVDYYFEEVQRLRFEVYDTHGPSGFSCQEDDFLGGMECTLGQPAQKWLLQVVMRVSVDVLGPAGHCAKHFLCCTESSHLARTGPSFLLRYDDLCLPWATAGAVRWWTCRGGHTQGWQIVAQKKVTRPLLLKFGRNAGKSTITVIAEDISGNNGYVELSFRARKLDDKDLFSKSDPFLELYRVNDDQGLQLVYRTEVVKNNLNPVWEAFKVSLSSLCSCEETRP.... Result: 0 (no interaction). (3) The miRNA is mmu-miR-669c-3p with sequence UACACACACACACACAAGUAAA. The protein sequence of the target gene is MALKKSSPSLDSGDSDSEELPTFAFLKKEPSSTKRRQPEREEKIVVVDISDCEASCPPAPELFSPPVPEIAETVTQTQPVRLLSSESEDEEEFIPLAQRLTCKFLTHKQLSPEDSSSPVKSVLDHQNNEGASCDWKKPFPKIPEVPLHDTPERSAADNKDLILDPCCQLPAYLSTCPGQSSSLAVTKTNSDILPPQKKTKPSQKVQGRGSHGCRQQRQARQKESTLRRQERKNAALVTRMKAQRPEECLKHIIVVLDPVLLQMEGGGQLLGALQTMECRCVIEAQAVPCSVTWRRRAGPS.... Result: 0 (no interaction). (4) The miRNA is hsa-miR-3529-5p with sequence AGGUAGACUGGGAUUUGUUGUU. The protein sequence of the target gene is MAFQKAVKGTILVGGGALATVLGLSQFAHYRRKQMNLAYVKAADCISEPVNREPPSREAQLLTLQNTSEFDILVIGGGATGSGCALDAVTRGLKTALVERDDFSSGTSSRSTKLIHGGVRYLQKAIMKLDIEQYRMVKEALHERANLLEIAPHLSAPLPIMLPVYKWWQLPYYWVGIKLYDLVAGSNCLKSSYVLSKSRALEHFPMLQKDKLVGAIVYYDGQHNDARMNLAIALTAARYGAATANYMEVVSLLKKTDPQTGKVRVSGARCKDVLTGQEFDVRAKCVINATGPFTDSVRKM.... Result: 0 (no interaction). (5) The miRNA is hsa-miR-4680-3p with sequence UCUGAAUUGUAAGAGUUGUUA. The protein sequence of the target gene is MAPGQRLVLCEETVRERSGLGPHRDLAELRSLSIPGTYQEKITHLGNSLMHLTALKSLDLSRNSLVSLEGIQYLVSLESLNLYYNCISSLAEVFRLHTLLELQDVDFRLNPVVKNESDYRLFVVHMLPKLRQLDDRPVRESERKASQLHFAPEDSLNSKENFSTTLTVGRPHHLRNRCTETSAKKCLVMDADDEAVLNLIAECEWDLSNPPGNMSSSQKEHEADLHYAQESRHLLSPLSIQHQCGDSARRGHEKKKVTSRGCPGHSPQDQLCGELPLQHGLPEACHMHVQHARITSQPDS.... Result: 0 (no interaction). (6) The miRNA is mmu-miR-149-5p with sequence UCUGGCUCCGUGUCUUCACUCCC. The protein sequence of the target gene is MQSYKYDKAIVPESKNGGSPALNNNPRKGGSKRVLLICLDLFCLFMAALPFLIIETSTIKPYRRGFYCNDESIKYPLKVSETINDAVLCAVGIVIAILAIITGEFYRIYYLKEKSRSTTQNPYVAALYKQVGCFLFGCAISQSFTDIAKVSIGRLRPHFLSVCDPDFSQINCSEGYIQNYRCRGEDSKVQEARKSFFSGHASFSMFTMLYLVLYLQARFTWRGARLLRPLLQFTLLMMAFYTGLSRVSDYKHHPSDVLAGFAQGALVACCIVFFVSDLFKTKTSLSLPAPAIRREILSPV.... Result: 1 (interaction).